This data is from Catalyst prediction with 721,799 reactions and 888 catalyst types from USPTO. The task is: Predict which catalyst facilitates the given reaction. (1) Product: [C:1]1([C:7]2[CH:12]=[C:11]([C:13]3[CH:14]=[CH:15][CH:16]=[CH:17][CH:18]=3)[N:10]=[C:9]([O:19][CH2:20][CH2:21][CH2:22][CH2:23][C:24]([C:27]3[N:31]([CH2:32][C:33]([OH:35])=[O:34])[N:30]=[N:29][N:28]=3)([CH3:26])[CH3:25])[CH:8]=2)[CH:2]=[CH:3][CH:4]=[CH:5][CH:6]=1. Reactant: [C:1]1([C:7]2[CH:12]=[C:11]([C:13]3[CH:18]=[CH:17][CH:16]=[CH:15][CH:14]=3)[N:10]=[C:9]([O:19][CH2:20][CH2:21][CH2:22][CH2:23][C:24]([C:27]3[N:31]([CH2:32][C:33]([O:35]CC)=[O:34])[N:30]=[N:29][N:28]=3)([CH3:26])[CH3:25])[CH:8]=2)[CH:6]=[CH:5][CH:4]=[CH:3][CH:2]=1.[Li+].[OH-]. The catalyst class is: 1. (2) Reactant: [Cl:1][C:2]1[CH:7]=[CH:6][C:5]([C:8]2[S:9][C:10]([CH2:14][NH2:15])=[C:11]([CH3:13])[N:12]=2)=[CH:4][CH:3]=1.[C:16]([O:20][C:21]([N:23]1[CH2:31][CH2:30][CH2:29][CH:25]([C:26](O)=[O:27])[CH2:24]1)=[O:22])([CH3:19])([CH3:18])[CH3:17].O.ON1C2C=CC=CC=2N=N1.Cl.CN(C)CCCN=C=NCC.CN1CCOCC1.C(O)(=O)CC(CC(O)=O)(C(O)=O)O. Product: [C:16]([O:20][C:21]([N:23]1[CH2:31][CH2:30][CH2:29][CH:25]([C:26]([NH:15][CH2:14][C:10]2[S:9][C:8]([C:5]3[CH:4]=[CH:3][C:2]([Cl:1])=[CH:7][CH:6]=3)=[N:12][C:11]=2[CH3:13])=[O:27])[CH2:24]1)=[O:22])([CH3:19])([CH3:18])[CH3:17]. The catalyst class is: 9. (3) Reactant: [CH2:1]([O:3][C:4](=[O:38])[C:5]([CH3:37])([O:7][C:8]1[CH:13]=[CH:12][C:11]([O:14][CH2:15][CH2:16][C:17]2[N:18]=[C:19]([C:23]3[CH:28]=[CH:27][C:26]([CH2:29][CH2:30]C4C=CC=CC=4)=[CH:25][CH:24]=3)[O:20][C:21]=2[CH3:22])=[CH:10][CH:9]=1)[CH3:6])[CH3:2]. Product: [CH2:1]([O:3][C:4](=[O:38])[C:5]([O:7][C:8]1[CH:9]=[CH:10][C:11]([O:14][CH2:15][CH2:16][C:17]2[N:18]=[C:19]([C:23]3[CH:28]=[CH:27][C:26]([CH2:29][CH3:30])=[CH:25][CH:24]=3)[O:20][C:21]=2[CH3:22])=[CH:12][CH:13]=1)([CH3:37])[CH3:6])[CH3:2]. The catalyst class is: 25.